The task is: Predict the reactants needed to synthesize the given product.. This data is from Full USPTO retrosynthesis dataset with 1.9M reactions from patents (1976-2016). Given the product [N+:9]([O-:12])([OH:11])=[O:10].[F:1][C:2]1[CH:8]=[CH:7][C:5]([NH:6][C:14]([NH2:15])=[NH:13])=[CH:4][CH:3]=1, predict the reactants needed to synthesize it. The reactants are: [F:1][C:2]1[CH:8]=[CH:7][C:5]([NH2:6])=[CH:4][CH:3]=1.[N+:9]([O-:12])([OH:11])=[O:10].[N:13]#[C:14][NH2:15].